From a dataset of Catalyst prediction with 721,799 reactions and 888 catalyst types from USPTO. Predict which catalyst facilitates the given reaction. (1) Reactant: Cl.C(OC(=O)[NH:8][CH2:9][C:10]#[C:11][C:12]1[CH:17]=[CH:16][CH:15]=[C:14]([C:18]([C:20]2[C:28]3[C:27]([NH2:29])=[N:26][CH:25]=[N:24][C:23]=3[N:22]([CH:30]3[CH2:34][CH2:33][CH2:32][CH2:31]3)[CH:21]=2)=[O:19])[CH:13]=1)(C)(C)C. Product: [NH2:29][C:27]1[C:28]2[C:20]([C:18]([C:14]3[CH:15]=[CH:16][CH:17]=[C:12]([C:11]#[C:10][CH2:9][NH2:8])[CH:13]=3)=[O:19])=[CH:21][N:22]([CH:30]3[CH2:31][CH2:32][CH2:33][CH2:34]3)[C:23]=2[N:24]=[CH:25][N:26]=1. The catalyst class is: 5. (2) Reactant: [C:1]1([CH2:7][CH2:8][C@H:9]([O:28][CH:29]2[CH2:34][CH2:33][CH2:32][CH2:31][O:30]2)[CH2:10][CH2:11][C@@H:12]2[C@@H:19]3[C@@H:15]([O:16][C:17](=[O:20])[CH2:18]3)[CH2:14][C@H:13]2[O:21][CH:22]2[CH2:27][CH2:26][CH2:25][CH2:24][O:23]2)[CH:6]=[CH:5][CH:4]=[CH:3][CH:2]=1.CC(C[AlH]CC(C)C)C. Product: [C:1]1([CH2:7][CH2:8][C@H:9]([O:28][CH:29]2[CH2:34][CH2:33][CH2:32][CH2:31][O:30]2)[CH2:10][CH2:11][C@@H:12]2[C@@H:19]3[C@@H:15]([O:16][CH:17]([OH:20])[CH2:18]3)[CH2:14][C@H:13]2[O:21][CH:22]2[CH2:27][CH2:26][CH2:25][CH2:24][O:23]2)[CH:2]=[CH:3][CH:4]=[CH:5][CH:6]=1. The catalyst class is: 11.